Predict the reactants needed to synthesize the given product. From a dataset of Full USPTO retrosynthesis dataset with 1.9M reactions from patents (1976-2016). (1) Given the product [CH3:2][O:3][C:4]([CH:6]1[CH2:15][C:14]2[C:9](=[CH:10][CH:11]=[CH:12][CH:13]=2)[CH2:8][N:7]1[C:32](=[O:33])[CH2:31][O:30][C:28]1[C:27]2[C:22](=[CH:23][C:24]([Cl:36])=[CH:25][C:26]=2[Cl:35])[CH:21]=[C:20]([C:18]([O:17][CH3:16])=[O:19])[CH:29]=1)=[O:5], predict the reactants needed to synthesize it. The reactants are: Cl.[CH3:2][O:3][C:4]([CH:6]1[CH2:15][C:14]2[C:9](=[CH:10][CH:11]=[CH:12][CH:13]=2)[CH2:8][NH:7]1)=[O:5].[CH3:16][O:17][C:18]([C:20]1[CH:29]=[C:28]([O:30][CH2:31][C:32](Cl)=[O:33])[C:27]2[C:22](=[CH:23][C:24]([Cl:36])=[CH:25][C:26]=2[Cl:35])[CH:21]=1)=[O:19]. (2) The reactants are: C([O:4][C@@H:5]1[C@@H:10]([O:11]C(=O)C)[C@@H:9]([O:15]C(=O)C)[C@@H:8]([CH2:19][O:20]C(=O)C)[O:7][C@H:6]1[O:24][C:25]1[C:29]([CH2:30][C:31]2[CH:36]=[CH:35][C:34]([CH2:37][CH2:38][CH2:39][C:40](=[O:48])[NH:41][C:42](C(O)=O)([CH3:44])[CH3:43])=[CH:33][CH:32]=2)=[C:28]([CH:49]([CH3:51])[CH3:50])[N:27]([CH2:52][CH2:53][CH2:54][O:55]C(=O)C2C=CC=CC=2)[N:26]=1)(=O)C.C(O[C:72]([N:74]1[CH2:79][CH2:78][NH:77][CH2:76][CH2:75]1)=[O:73])C1C=CC=CC=1.C(N1CCNCC1)C1C=CC=CC=1. Given the product [C@@H:6]1([O:24][C:25]2[C:29]([CH2:30][C:31]3[CH:32]=[CH:33][C:34]([CH2:37][CH2:38][CH2:39][C:40](=[O:48])[NH:41][C:42]([C:72]([N:74]4[CH2:75][CH2:76][NH:77][CH2:78][CH2:79]4)=[O:73])([CH3:44])[CH3:43])=[CH:35][CH:36]=3)=[C:28]([CH:49]([CH3:50])[CH3:51])[N:27]([CH2:52][CH2:53][CH2:54][OH:55])[N:26]=2)[O:7][C@H:8]([CH2:19][OH:20])[C@H:9]([OH:15])[C@H:10]([OH:11])[C@H:5]1[OH:4], predict the reactants needed to synthesize it. (3) Given the product [C:43]([C:42]1[CH:45]=[C:38]([C:2]2[C:3]([N:24]3[CH2:28][CH2:27][C@@H:26]([OH:29])[CH2:25]3)=[N:4][CH:5]=[C:6]([C:7]([NH:9][C:10]3[CH:11]=[CH:12][C:13]([C:16]([F:21])([F:22])[C:17]([F:18])([F:19])[F:20])=[CH:14][CH:15]=3)=[O:8])[CH:23]=2)[CH:39]=[N:40][CH:41]=1)#[N:44], predict the reactants needed to synthesize it. The reactants are: Br[C:2]1[C:3]([N:24]2[CH2:28][CH2:27][C@@H:26]([OH:29])[CH2:25]2)=[N:4][CH:5]=[C:6]([CH:23]=1)[C:7]([NH:9][C:10]1[CH:15]=[CH:14][C:13]([C:16]([F:22])([F:21])[C:17]([F:20])([F:19])[F:18])=[CH:12][CH:11]=1)=[O:8].CC1(C)C(C)(C)OB([C:38]2[CH:39]=[N:40][CH:41]=[C:42]([CH:45]=2)[C:43]#[N:44])O1. (4) Given the product [CH2:24]([O:23][C:22]([NH:21][C@H:18]1[C:8]2[C:7](=[CH:17][CH:16]=[C:10]([C:11]([O:13][CH2:14][CH3:15])=[O:12])[CH:9]=2)[NH:6][C@@H:4]([CH:1]2[CH2:2][CH2:3]2)[C@@H:19]1[CH3:20])=[O:31])[C:25]1[CH:30]=[CH:29][CH:28]=[CH:27][CH:26]=1, predict the reactants needed to synthesize it. The reactants are: [CH:1]1([CH:4]=O)[CH2:3][CH2:2]1.[NH2:6][C:7]1[CH:17]=[CH:16][C:10]([C:11]([O:13][CH2:14][CH3:15])=[O:12])=[CH:9][CH:8]=1.[CH:18](/[NH:21][C:22](=[O:31])[O:23][CH2:24][C:25]1[CH:30]=[CH:29][CH:28]=[CH:27][CH:26]=1)=[CH:19]\[CH3:20]. (5) Given the product [CH3:1][O:2][CH2:3][C@H:4]1[C@H:12]2[CH2:16][CH2:15][N:14]([C:17]([O:19][CH2:20][C:21]3[CH:26]=[CH:25][CH:24]=[CH:23][CH:22]=3)=[O:18])[C@H:13]2[C:7]2[CH:8]=[CH:9][CH:10]=[CH:11][C:6]=2[NH:5]1, predict the reactants needed to synthesize it. The reactants are: [CH3:1][O:2][CH2:3][C:4](=[C:12]1[CH2:16][CH2:15][N:14]([C:17]([O:19][CH2:20][C:21]2[CH:26]=[CH:25][CH:24]=[CH:23][CH:22]=2)=[O:18])[C:13]1=O)[NH:5][C:6]1[CH:11]=[CH:10][CH:9]=[CH:8][CH:7]=1.N1C(=O)NC(=O)NC1=O.COC(OC)(C)C.[H][H].COCC(C1CCN(C(OCC2C=CC=CC=2)=O)C1=O)NC1C=CC=CC=1. (6) Given the product [CH2:1]([O:3][C:4](=[O:27])[CH2:5][O:6][C:7]1[CH:16]=[CH:15][C:14]2[C:9](=[CH:10][CH:11]=[C:12]([C:17]3[S:21][C:20]4[CH:22]=[CH:23][CH:24]=[CH:25][C:19]=4[C:18]=3[C:35](=[O:36])[CH2:34][C:28]3[CH:33]=[CH:32][CH:31]=[CH:30][CH:29]=3)[CH:13]=2)[C:8]=1[Br:26])[CH3:2], predict the reactants needed to synthesize it. The reactants are: [CH2:1]([O:3][C:4](=[O:27])[CH2:5][O:6][C:7]1[CH:16]=[CH:15][C:14]2[C:9](=[CH:10][CH:11]=[C:12]([C:17]3[S:21][C:20]4[CH:22]=[CH:23][CH:24]=[CH:25][C:19]=4[CH:18]=3)[CH:13]=2)[C:8]=1[Br:26])[CH3:2].[C:28]1([CH2:34][C:35](Cl)=[O:36])[CH:33]=[CH:32][CH:31]=[CH:30][CH:29]=1.[Sn](Cl)(Cl)(Cl)Cl. (7) Given the product [Cl:1][C:2]1[CH:7]=[C:6]([N+:8]([O-:10])=[O:9])[CH:5]=[CH:4][C:3]=1[N:11]1[CH2:16][CH2:15][N:14]([C:17]([C:19]2[C:20]([C:25]3[CH:34]=[CH:33][CH:32]=[CH:31][C:26]=3[C:27]([OH:29])=[O:28])=[N:21][O:22][C:23]=2[CH3:24])=[O:18])[CH2:13][CH2:12]1, predict the reactants needed to synthesize it. The reactants are: [Cl:1][C:2]1[CH:7]=[C:6]([N+:8]([O-:10])=[O:9])[CH:5]=[CH:4][C:3]=1[N:11]1[CH2:16][CH2:15][N:14]([C:17]([C:19]2[C:20]([C:25]3[CH:34]=[CH:33][CH:32]=[CH:31][C:26]=3[C:27]([O:29]C)=[O:28])=[N:21][O:22][C:23]=2[CH3:24])=[O:18])[CH2:13][CH2:12]1.[OH-].[Na+].C(OCC)(=O)C. (8) Given the product [Cl:24][C:25]1[CH:26]=[CH:27][C:28]([CH2:29][C:30]2([OH:38])[CH2:35][CH2:34][N:33]([CH2:2][CH2:3][CH2:4][O:5][C:6]3[CH:11]=[C:10]([O:12][CH3:13])[CH:9]=[CH:8][C:7]=3[NH:14][C:15](=[O:17])[CH3:16])[CH2:32][C:31]2([CH3:36])[CH3:37])=[CH:39][CH:40]=1, predict the reactants needed to synthesize it. The reactants are: Br[CH2:2][CH2:3][CH2:4][O:5][C:6]1[CH:11]=[C:10]([O:12][CH3:13])[CH:9]=[CH:8][C:7]=1[NH:14][C:15](=[O:17])[CH3:16].C([O-])([O-])=O.[K+].[K+].[Cl:24][C:25]1[CH:40]=[CH:39][C:28]([CH2:29][C:30]2([OH:38])[CH2:35][CH2:34][NH:33][CH2:32][C:31]2([CH3:37])[CH3:36])=[CH:27][CH:26]=1. (9) Given the product [C:1]([N:4]1[C:13]2[C:8](=[CH:9][C:10]([C:38]3[O:32][N:33]=[C:34]([CH2:35][CH2:36][NH:62][C:63]([O:64][C:65]([CH3:68])([CH3:67])[CH3:66])=[O:69])[N:39]=3)=[CH:11][CH:12]=2)[C@H:7]([NH:17][C:18](=[O:19])[O:20][CH:21]([CH3:23])[CH3:22])[CH2:6][C@@H:5]1[CH3:24])(=[O:3])[CH3:2], predict the reactants needed to synthesize it. The reactants are: [C:1]([N:4]1[C:13]2[C:8](=[CH:9][C:10](C(O)=O)=[CH:11][CH:12]=2)[C@H:7]([NH:17][C:18]([O:20][CH:21]([CH3:23])[CH3:22])=[O:19])[CH2:6][C@@H:5]1[CH3:24])(=[O:3])[CH3:2].CN(C([O:32][N:33]1N=N[C:35]2[CH:36]=C[CH:38]=[N:39][C:34]1=2)=[N+](C)C)C.F[P-](F)(F)(F)(F)F.CCN(C(C)C)C(C)C.ONC(=N)C[NH:62][C:63](=[O:69])[O:64][C:65]([CH3:68])([CH3:67])[CH3:66]. (10) Given the product [CH3:13][N:1]1[C:9]2[C:4](=[CH:5][C:6]([CH:10]=[O:11])=[CH:7][CH:8]=2)[CH:3]=[CH:2]1, predict the reactants needed to synthesize it. The reactants are: [NH:1]1[C:9]2[C:4](=[CH:5][C:6]([CH:10]=[O:11])=[CH:7][CH:8]=2)[CH:3]=[CH:2]1.N12CCN(CC1)C[CH2:13]2.